Dataset: Forward reaction prediction with 1.9M reactions from USPTO patents (1976-2016). Task: Predict the product of the given reaction. The product is: [O:22]=[C:20]1[C:19]2[CH:23]=[CH:24][CH:25]=[CH:26][C:18]=2[S:17][C:16]([C:14]2[N:15]=[C:10]([CH2:9][NH:8][P:27]([O:32][CH2:33][CH3:34])([O:29][CH2:30][CH3:31])=[O:28])[CH:11]=[CH:12][CH:13]=2)=[N:21]1. Given the reactants FC(F)(F)C(O)=O.[NH2:8][CH2:9][C:10]1[N:15]=[C:14]([C:16]2[S:17][C:18]3[CH:26]=[CH:25][CH:24]=[CH:23][C:19]=3[C:20](=[O:22])[N:21]=2)[CH:13]=[CH:12][CH:11]=1.[P:27](Cl)([O:32][CH2:33][CH3:34])([O:29][CH2:30][CH3:31])=[O:28].C(=O)([O-])[O-].[K+].[K+], predict the reaction product.